Dataset: Full USPTO retrosynthesis dataset with 1.9M reactions from patents (1976-2016). Task: Predict the reactants needed to synthesize the given product. (1) Given the product [CH2:1]([O:3][C:4]([C:6]1[N:7]([CH3:16])[N:8]=[C:9]([C:11]([CH3:15])([CH3:14])[CH2:12][F:13])[C:10]=1[Cl:18])=[O:5])[CH3:2], predict the reactants needed to synthesize it. The reactants are: [CH2:1]([O:3][C:4]([C:6]1[N:7]([CH3:16])[N:8]=[C:9]([C:11]([CH3:15])([CH3:14])[CH2:12][F:13])[CH:10]=1)=[O:5])[CH3:2].C(Cl)[Cl:18]. (2) Given the product [C:43]([O:47][C:48]([N:50]1[C@H:54]([CH:55]=[CH:9][C:8]2[CH:29]=[CH:30][CH:31]=[CH:32][C:7]=2[C:5]([O:4][CH2:2][CH3:3])=[O:6])[CH2:53][O:52][C:51]1([CH3:57])[CH3:58])=[O:49])([CH3:46])([CH3:44])[CH3:45], predict the reactants needed to synthesize it. The reactants are: [Br-].[CH2:2]([O:4][C:5]([C:7]1[CH:32]=[CH:31][CH:30]=[CH:29][C:8]=1[CH2:9][P+](C1C=CC=CC=1)(C1C=CC=CC=1)C1C=CC=CC=1)=[O:6])[CH3:3].C[Si]([N-][Si](C)(C)C)(C)C.[K+].[C:43]([O:47][C:48]([N:50]1[C@H:54]([CH:55]=O)[CH2:53][O:52][C:51]1([CH3:58])[CH3:57])=[O:49])([CH3:46])([CH3:45])[CH3:44]. (3) Given the product [NH2:1][C:2]1[N:6]([CH3:7])[C:5](=[O:8])[C:4]([C:16]2[CH:20]=[C:19]([C:21](=[O:24])[CH2:22][CH3:23])[N:18]([CH2:25][CH3:26])[CH:17]=2)([C:9]2[CH:14]=[CH:13][CH:12]=[C:11]([O:15][CH2:34][CH2:35][CH3:36])[CH:10]=2)[N:3]=1, predict the reactants needed to synthesize it. The reactants are: [NH2:1][C:2]1[N:6]([CH3:7])[C:5](=[O:8])[C:4]([C:16]2[CH:20]=[C:19]([C:21](=[O:24])[CH2:22][CH3:23])[N:18]([CH2:25][CH3:26])[CH:17]=2)([C:9]2[CH:14]=[CH:13][CH:12]=[C:11]([OH:15])[CH:10]=2)[N:3]=1.C([O-])([O-])=O.[Cs+].[Cs+].I[CH2:34][CH2:35][CH3:36].